This data is from Reaction yield outcomes from USPTO patents with 853,638 reactions. The task is: Predict the reaction yield, written as a fraction of the theoretical maximum amount of product (1.0 means a 100% yield; for example, 0.34 means a 34% yield). (1) The reactants are [C:1]1([CH3:11])[CH:6]=[CH:5][C:4]([S:7](Cl)(=[O:9])=[O:8])=[CH:3][CH:2]=1.C(N(CC)CC)C.[F:19][C:20]1[CH:21]=[C:22]2[C:26](=[CH:27][CH:28]=1)[NH:25][C:24]([CH:29]=[O:30])=[CH:23]2.C(=O)(O)[O-].[Na+]. The catalyst is CN(C1C=CN=CC=1)C.ClCCl. The product is [F:19][C:20]1[CH:21]=[C:22]2[C:26](=[CH:27][CH:28]=1)[N:25]([S:7]([C:4]1[CH:5]=[CH:6][C:1]([CH3:11])=[CH:2][CH:3]=1)(=[O:9])=[O:8])[C:24]([CH:29]=[O:30])=[CH:23]2. The yield is 0.810. (2) The reactants are [OH:1][C@@H:2]1[CH2:6][NH:5][C@H:4]([C:7]([OH:9])=[O:8])[CH2:3]1.[C:10](O[C:10]([O:12][C:13]([CH3:16])([CH3:15])[CH3:14])=[O:11])([O:12][C:13]([CH3:16])([CH3:15])[CH3:14])=[O:11].[OH-].[Na+].C(O)(=O)CC(CC(O)=O)(C(O)=O)O. The catalyst is C1COCC1.O. The product is [C:13]([O:12][C:10]([N:5]1[CH2:6][C@@H:2]([OH:1])[CH2:3][C@H:4]1[C:7]([OH:9])=[O:8])=[O:11])([CH3:16])([CH3:15])[CH3:14]. The yield is 0.770. (3) The reactants are N1C=CC=CC=1.[CH2:7]([N:14]1[CH2:19][C@@H:18]([CH2:20][C:21]2[CH:26]=[CH:25][CH:24]=[CH:23][CH:22]=2)[NH:17][CH2:16][C@@H:15]1[CH3:27])[C:8]1[CH:13]=[CH:12][CH:11]=[CH:10][CH:9]=1.Cl[C:29]([O:31][CH3:32])=[O:30]. The catalyst is C(Cl)Cl. The product is [CH2:20]([C@H:18]1[CH2:19][N:14]([CH2:7][C:8]2[CH:9]=[CH:10][CH:11]=[CH:12][CH:13]=2)[C@H:15]([CH3:27])[CH2:16][N:17]1[C:29]([O:31][CH3:32])=[O:30])[C:21]1[CH:26]=[CH:25][CH:24]=[CH:23][CH:22]=1. The yield is 0.680.